Dataset: Human liver microsome stability data. Task: Regression/Classification. Given a drug SMILES string, predict its absorption, distribution, metabolism, or excretion properties. Task type varies by dataset: regression for continuous measurements (e.g., permeability, clearance, half-life) or binary classification for categorical outcomes (e.g., BBB penetration, CYP inhibition). Dataset: hlm. (1) The molecule is CS(=O)(=O)c1cccc(Oc2cccc(-c3c(CN4CCCCC4)nc4c(C(F)(F)F)cccn34)c2)c1. The result is 1 (stable in human liver microsomes). (2) The drug is CCOc1ccc(S(=O)(=O)N2CCN(c3ccc(F)cc3C(F)(F)F)C[C@H]2C)c(Cl)c1. The result is 1 (stable in human liver microsomes). (3) The molecule is CC(C)Cc1cc(-c2cccc(Cn3ccnc3)c2)c(S(=O)(=O)NC(=O)OCC2CC2)s1. The result is 1 (stable in human liver microsomes). (4) The molecule is COc1ccc2c(c1)COC(=O)N2C1CCN(CC(=O)Nc2ccc3[nH]c4ccccc4c3c2)CC1. The result is 0 (unstable in human liver microsomes). (5) The compound is CNC(=O)c1cc(N)c(Nc2ccc(C#N)cc2)cc1Oc1c(C)cc(CCC#N)cc1C. The result is 0 (unstable in human liver microsomes). (6) The drug is C#Cc1ccc(Nc2c(C(=O)NOC[C@H](O)CO)c3c(n2C)C(=O)CCC3)c(F)c1. The result is 0 (unstable in human liver microsomes). (7) The compound is Cc1nc(NC(=O)c2ccccc2OC(F)(F)F)c(C)c(-c2ccc3c(c2C)N(C)CCO3)c1[C@H](OC(C)(C)C)C(=O)O. The result is 0 (unstable in human liver microsomes).